Dataset: Full USPTO retrosynthesis dataset with 1.9M reactions from patents (1976-2016). Task: Predict the reactants needed to synthesize the given product. (1) The reactants are: O=[CH:2][CH2:3][C@@H:4]1[CH2:9][N:8]([C:10]([O:12][CH2:13][C:14]2[CH:19]=[CH:18][CH:17]=[CH:16][CH:15]=2)=[O:11])[CH2:7][CH2:6][N:5]1[C:20]([O:22][C:23]([CH3:26])([CH3:25])[CH3:24])=[O:21].[CH3:27][NH:28][C:29]1[CH:34]=[CH:33][CH:32]=[CH:31][CH:30]=1.C(O[BH-](OC(=O)C)OC(=O)C)(=O)C.[Na+].C(=O)([O-])O.[Na+]. Given the product [CH3:27][N:28]([C:29]1[CH:34]=[CH:33][CH:32]=[CH:31][CH:30]=1)[CH2:2][CH2:3][C@@H:4]1[CH2:9][N:8]([C:10]([O:12][CH2:13][C:14]2[CH:15]=[CH:16][CH:17]=[CH:18][CH:19]=2)=[O:11])[CH2:7][CH2:6][N:5]1[C:20]([O:22][C:23]([CH3:26])([CH3:24])[CH3:25])=[O:21], predict the reactants needed to synthesize it. (2) Given the product [Cl:19][C:16]1[CH:17]=[CH:18][C:13]([C:4]2[C:3]([CH:20]=[CH2:21])=[C:2]([CH3:23])[CH:11]=[C:10]3[C:5]=2[CH:6]=[CH:7][CH:8]=[N:9]3)=[CH:14][CH:15]=1, predict the reactants needed to synthesize it. The reactants are: Cl[C:2]1[CH:11]=[C:10]2[C:5]([CH:6]=[CH:7][C:8](C)=[N:9]2)=[C:4]([C:13]2[CH:18]=[CH:17][C:16]([Cl:19])=[CH:15][CH:14]=2)[C:3]=1[CH:20]=[CH2:21].F[C:23](F)(F)S(OC1C(C2C=CC(Cl)=CC=2)=C2C(=CC=1C)N=CC=C2)(=O)=O. (3) Given the product [CH3:19][C:20]1([CH3:36])[C:24]([CH3:26])([CH3:25])[O:23][B:22]([C:2]2[CH:7]=[CH:6][C:5]([CH:8]([C:14]([O:16][CH2:17][CH3:18])=[O:15])[C:9]([O:11][CH2:12][CH3:13])=[O:10])=[CH:4][CH:3]=2)[O:21]1, predict the reactants needed to synthesize it. The reactants are: Br[C:2]1[CH:7]=[CH:6][C:5]([CH:8]([C:14]([O:16][CH2:17][CH3:18])=[O:15])[C:9]([O:11][CH2:12][CH3:13])=[O:10])=[CH:4][CH:3]=1.[CH3:19][C:20]1([CH3:36])[C:24]([CH3:26])([CH3:25])[O:23][B:22]([B:22]2[O:23][C:24]([CH3:26])([CH3:25])[C:20]([CH3:36])([CH3:19])[O:21]2)[O:21]1.C([O-])(=O)C.[K+]. (4) Given the product [Cl:89][C:90]([Cl:94])([Cl:93])[C:91](=[NH:92])[OH:14].[C:12]([O:15][C@@H:16]1[C@H:21]([O:22][C:23](=[O:25])[CH3:24])[C@@H:20]([O:26][C:27](=[O:29])[CH3:28])[C@H:19]([CH3:30])[O:18][C@H:17]1[O:31][C@@H:32]1[C@@H:38]([OH:39])[C@H:37]([CH3:40])[O:36][C@@:34]([C@H:41]2[O:70][C@H:69]([CH2:71][O:72][CH2:73][C:74]3[CH:75]=[CH:76][CH:77]=[CH:78][CH:79]=3)[C@@H:60]([O:61][CH2:62][C:63]3[CH:68]=[CH:67][CH:66]=[CH:65][CH:64]=3)[C@H:51]([O:52][CH2:53][C:54]3[CH:59]=[CH:58][CH:57]=[CH:56][CH:55]=3)[C@H:42]2[O:43][CH2:44][C:45]2[CH:46]=[CH:47][CH:48]=[CH:49][CH:50]=2)([OH:35])[C@@H:33]1[O:80][C:81](=[O:88])[C:82]1[CH:87]=[CH:86][CH:85]=[CH:84][CH:83]=1)(=[O:14])[CH3:13], predict the reactants needed to synthesize it. The reactants are: C1CCN2C(=NCCC2)CC1.[C:12]([O:15][C@@H:16]1[C@H:21]([O:22][C:23](=[O:25])[CH3:24])[C@@H:20]([O:26][C:27](=[O:29])[CH3:28])[C@H:19]([CH3:30])[O:18][C@H:17]1[O:31][C@@H:32]1[C@@H:38]([OH:39])[C@H:37]([CH3:40])[O:36][C@@:34]([C@H:41]2[O:70][C@H:69]([CH2:71][O:72][CH2:73][C:74]3[CH:79]=[CH:78][CH:77]=[CH:76][CH:75]=3)[C@@H:60]([O:61][CH2:62][C:63]3[CH:68]=[CH:67][CH:66]=[CH:65][CH:64]=3)[C@H:51]([O:52][CH2:53][C:54]3[CH:59]=[CH:58][CH:57]=[CH:56][CH:55]=3)[C@H:42]2[O:43][CH2:44][C:45]2[CH:50]=[CH:49][CH:48]=[CH:47][CH:46]=2)([OH:35])[C@@H:33]1[O:80][C:81](=[O:88])[C:82]1[CH:87]=[CH:86][CH:85]=[CH:84][CH:83]=1)(=[O:14])[CH3:13].[Cl:89][C:90]([Cl:94])([Cl:93])[C:91]#[N:92]. (5) Given the product [ClH:1].[NH2:2][C:3]1[NH:4][CH:5]=[C:6]([C:11]2[CH:16]=[CH:15][C:14]([NH:17][C:18]([NH:20][C:21]3[CH:26]=[C:25]([C:27]([F:28])([F:29])[F:30])[CH:24]=[CH:23][C:22]=3[F:31])=[O:19])=[CH:13][CH:12]=2)[C:7]=1[C:8](=[O:10])[NH2:9], predict the reactants needed to synthesize it. The reactants are: [ClH:1].[NH2:2][C:3]1[N:4](C(OC(C)(C)C)=O)[CH:5]=[C:6]([C:11]2[CH:16]=[CH:15][C:14]([NH:17][C:18]([NH:20][C:21]3[CH:26]=[C:25]([C:27]([F:30])([F:29])[F:28])[CH:24]=[CH:23][C:22]=3[F:31])=[O:19])=[CH:13][CH:12]=2)[C:7]=1[C:8](=[O:10])[NH2:9]. (6) The reactants are: [C:1]([C@H:5]1[CH2:10][CH2:9][C@H:8]([O:11][C:12]2[CH:17]=[CH:16][C:15]([NH:18][CH:19]3[CH2:24][CH2:23][CH2:22][N:21](C(OC(C)(C)C)=O)[CH2:20]3)=[CH:14][CH:13]=2)[CH2:7][CH2:6]1)([CH3:4])([CH3:3])[CH3:2]. Given the product [C:1]([C@H:5]1[CH2:6][CH2:7][C@H:8]([O:11][C:12]2[CH:17]=[CH:16][C:15]([NH:18][CH:19]3[CH2:24][CH2:23][CH2:22][NH:21][CH2:20]3)=[CH:14][CH:13]=2)[CH2:9][CH2:10]1)([CH3:4])([CH3:2])[CH3:3], predict the reactants needed to synthesize it. (7) Given the product [F:1][C:2]1[CH:3]=[C:4]([N:22]2[CH2:26][C@H:25]([CH2:27][N:28]3[CH:32]=[CH:31][N:30]=[N:29]3)[O:24][C:23]2=[O:33])[CH:5]=[CH:6][C:7]=1[C:8]1[CH:9]=[N:10][C:11]([C:14]2[CH2:18][CH:17]([C:19]3([OH:20])[CH2:25][CH2:26][N:22]([CH3:23])[CH2:4][CH2:3]3)[O:16][N:15]=2)=[CH:12][CH:13]=1, predict the reactants needed to synthesize it. The reactants are: [F:1][C:2]1[CH:3]=[C:4]([N:22]2[CH2:26][C@H:25]([CH2:27][N:28]3[CH:32]=[CH:31][N:30]=[N:29]3)[O:24][C:23]2=[O:33])[CH:5]=[CH:6][C:7]=1[C:8]1[CH:9]=[N+:10]([O-])[C:11]([C:14]2[CH2:18][CH:17]([CH2:19][OH:20])[O:16][N:15]=2)=[CH:12][CH:13]=1.C(=O)([O-])[O-].[K+].[K+].